Regression. Given a peptide amino acid sequence and an MHC pseudo amino acid sequence, predict their binding affinity value. This is MHC class I binding data. From a dataset of Peptide-MHC class I binding affinity with 185,985 pairs from IEDB/IMGT. (1) The peptide sequence is KELYPLTSL. The MHC is HLA-A68:01 with pseudo-sequence HLA-A68:01. The binding affinity (normalized) is 0. (2) The peptide sequence is KINRQILDNA. The MHC is HLA-A68:02 with pseudo-sequence HLA-A68:02. The binding affinity (normalized) is 0. (3) The MHC is HLA-B35:01 with pseudo-sequence HLA-B35:01. The peptide sequence is GPAEARKVC. The binding affinity (normalized) is 0.0847. (4) The peptide sequence is VPAPAGPIV. The MHC is HLA-B44:02 with pseudo-sequence HLA-B44:02. The binding affinity (normalized) is 0. (5) The peptide sequence is KPTLDFELI. The MHC is HLA-B53:01 with pseudo-sequence HLA-B53:01. The binding affinity (normalized) is 0.479. (6) The peptide sequence is GQRCHFIKK. The MHC is HLA-A31:01 with pseudo-sequence HLA-A31:01. The binding affinity (normalized) is 0.618. (7) The peptide sequence is SLMSIISTFH. The MHC is HLA-A33:01 with pseudo-sequence HLA-A33:01. The binding affinity (normalized) is 0.0640. (8) The peptide sequence is LTMVAGAVW. The MHC is HLA-B39:01 with pseudo-sequence HLA-B39:01. The binding affinity (normalized) is 0.213.